From a dataset of Full USPTO retrosynthesis dataset with 1.9M reactions from patents (1976-2016). Predict the reactants needed to synthesize the given product. Given the product [CH2:10]([O:9][C:1]([C:2]([C:3]([O:5][CH2:6][CH3:7])=[O:4])([CH2:14][CH2:13][C:12]([O:16][C:17]([CH3:20])([CH3:19])[CH3:18])=[O:21])[CH2:14][CH2:13][C:12]([O:16][C:17]([CH3:20])([CH3:19])[CH3:18])=[O:15])=[O:8])[CH3:11], predict the reactants needed to synthesize it. The reactants are: [C:1]([O:9][CH2:10][CH3:11])(=[O:8])[CH2:2][C:3]([O:5][CH2:6][CH3:7])=[O:4].[C:12]([O:16][C:17]([CH3:20])([CH3:19])[CH3:18])(=[O:15])[CH:13]=[CH2:14].[OH-:21].[K+].